Task: Predict the reaction yield, written as a fraction of the theoretical maximum amount of product (1.0 means a 100% yield; for example, 0.34 means a 34% yield).. Dataset: Reaction yield outcomes from USPTO patents with 853,638 reactions (1) The reactants are [C:1]([CH2:4][CH:5]1[C:9]2[C:10]([C:16]([NH:18][C:19]3[C:24]([Cl:25])=[CH:23][N:22]=[CH:21][C:20]=3[Cl:26])=[O:17])=[CH:11][CH:12]=[C:13]([O:14][CH3:15])[C:8]=2[O:7][CH2:6]1)(O)=[O:2].[CH3:27][O:28][C:29]1[CH:36]=[CH:35][C:32]([CH2:33][NH2:34])=[CH:31][CH:30]=1. No catalyst specified. The product is [Cl:26][C:20]1[CH:21]=[N:22][CH:23]=[C:24]([Cl:25])[C:19]=1[NH:18][C:16]([C:10]1[C:9]2[CH:5]([CH2:4][C:1]([NH:34][CH2:33][C:32]3[CH:35]=[CH:36][C:29]([O:28][CH3:27])=[CH:30][CH:31]=3)=[O:2])[CH2:6][O:7][C:8]=2[C:13]([O:14][CH3:15])=[CH:12][CH:11]=1)=[O:17]. The yield is 0.850. (2) The reactants are [Cl:1][C:2]1[CH:7]=[CH:6][C:5]([C:8]2[C:12]([CH3:13])=[CH:11][NH:10][C:9]=2[C:14]([O:16][CH2:17][CH3:18])=[O:15])=[C:4]([F:19])[CH:3]=1.[H-].[Na+].[CH2:22](Br)[C:23]1[CH:28]=[CH:27][CH:26]=[CH:25][CH:24]=1. The catalyst is CN(C=O)C. The product is [CH2:22]([N:10]1[CH:11]=[C:12]([CH3:13])[C:8]([C:5]2[CH:6]=[CH:7][C:2]([Cl:1])=[CH:3][C:4]=2[F:19])=[C:9]1[C:14]([O:16][CH2:17][CH3:18])=[O:15])[C:23]1[CH:28]=[CH:27][CH:26]=[CH:25][CH:24]=1. The yield is 0.880.